Dataset: Catalyst prediction with 721,799 reactions and 888 catalyst types from USPTO. Task: Predict which catalyst facilitates the given reaction. (1) Reactant: [Cl:1][C:2]1[CH:7]=[CH:6][C:5]([C:8]2[C:14]3[CH:15]=[C:16]([OH:19])[CH:17]=[CH:18][C:13]=3[N:12]3[C:20]([CH3:23])=[N:21][N:22]=[C:11]3[C@H:10]([CH2:24][C:25]([NH:27][CH2:28][CH3:29])=[O:26])[N:9]=2)=[CH:4][CH:3]=1.C(=O)([O-])[O-].[K+].[K+].CS(O[CH2:41][CH2:42][O:43][CH2:44][CH2:45][O:46][CH2:47][CH2:48][NH:49][C:50](=[O:56])[O:51][C:52]([CH3:55])([CH3:54])[CH3:53])(=O)=O. Product: [C:52]([O:51][C:50](=[O:56])[NH:49][CH2:48][CH2:47][O:46][CH2:45][CH2:44][O:43][CH2:42][CH2:41][O:19][C:16]1[CH:17]=[CH:18][C:13]2[N:12]3[C:20]([CH3:23])=[N:21][N:22]=[C:11]3[C@H:10]([CH2:24][C:25]([NH:27][CH2:28][CH3:29])=[O:26])[N:9]=[C:8]([C:5]3[CH:6]=[CH:7][C:2]([Cl:1])=[CH:3][CH:4]=3)[C:14]=2[CH:15]=1)([CH3:55])([CH3:54])[CH3:53]. The catalyst class is: 10. (2) Reactant: Br[C:2]1[CH:27]=[CH:26][C:5]([O:6][C@H:7]2[CH2:11][CH2:10][N:9]([CH:12]3[CH2:17][CH2:16][N:15]([C:18]([O:20][C:21]([CH3:24])([CH3:23])[CH3:22])=[O:19])[CH2:14][CH2:13]3)[C:8]2=[O:25])=[C:4]([F:28])[CH:3]=1.[CH3:29][S:30]([O-:32])=[O:31].[Na+].[C@@H]1(N)CCCC[C@H]1N. Product: [F:28][C:4]1[CH:3]=[C:2]([S:30]([CH3:29])(=[O:32])=[O:31])[CH:27]=[CH:26][C:5]=1[O:6][C@H:7]1[CH2:11][CH2:10][N:9]([CH:12]2[CH2:17][CH2:16][N:15]([C:18]([O:20][C:21]([CH3:24])([CH3:23])[CH3:22])=[O:19])[CH2:14][CH2:13]2)[C:8]1=[O:25]. The catalyst class is: 16. (3) Reactant: [CH2:1]([CH:3]1[C:7]2[CH:8]=[C:9]([C:12]3[C:20]4[C:15](=[CH:16][C:17]([F:21])=[CH:18][CH:19]=4)[N:14](C(OC(C)(C)C)=O)[CH:13]=3)[CH:10]=[CH:11][C:6]=2[S:5](=[O:30])(=[O:29])[NH:4]1)[CH3:2].FC1C=C2C(C(C3C=CC4S(=O)(=O)NC(C)CC=4C=3)=CN2C(OC(C)(C)C)=O)=CC=1.FC(F)(F)C(O)=O. Product: [CH2:1]([CH:3]1[C:7]2[CH:8]=[C:9]([C:12]3[C:20]4[C:15](=[CH:16][C:17]([F:21])=[CH:18][CH:19]=4)[NH:14][CH:13]=3)[CH:10]=[CH:11][C:6]=2[S:5](=[O:29])(=[O:30])[NH:4]1)[CH3:2]. The catalyst class is: 4. (4) The catalyst class is: 85. Reactant: [NH:1]([C:18]([O:20][C:21]([CH3:24])([CH3:23])[CH3:22])=[O:19])[C@@H:2]([C:15](O)=[O:16])[CH2:3][C:4]1[C:13]([F:14])=[C:11]([F:12])[C:9]([F:10])=[C:7]([F:8])[C:5]=1[F:6].[CH:25]1[CH:26]=[CH:27][C:28]2N(O)N=N[C:29]=2[CH:30]=1.CN(C(ON1[N:51]=[N:50][C:45]2C=CC=CC1=2)=[N+](C)C)C.F[P-](F)(F)(F)(F)F.CC[N:61]([CH:65](C)C)C(C)C.C(O)(C(F)(F)F)=[O:69]. Product: [NH2:61][CH2:65][C:29]1[CH:28]=[CH:27][C:26]([C:45]([NH:50][NH:51][C:15](=[O:16])[C@H:2]([NH:1][C:18]([O:20][C:21]([CH3:24])([CH3:23])[CH3:22])=[O:19])[CH2:3][C:4]2[C:5]([F:6])=[C:7]([F:8])[C:9]([F:10])=[C:11]([F:12])[C:13]=2[F:14])=[O:69])=[CH:25][CH:30]=1. (5) The catalyst class is: 90. Product: [CH3:31][O:22][C:21]([C:17]1[CH:18]=[C:19]([CH3:20])[C:10]2[O:9][C:8]3[C:24]([Cl:26])=[CH:25][C:5]([N:4]([CH2:2][CH2:1][OH:3])[CH2:28][CH2:27][OH:30])=[CH:6][C:7]=3[CH2:13][S:12](=[O:14])(=[O:15])[C:11]=2[CH:16]=1)=[O:23]. Reactant: [CH2:1]1[O:3][CH2:2]1.[NH2:4][C:5]1[CH:25]=[C:24]([Cl:26])[C:8]2[O:9][C:10]3[C:19]([CH3:20])=[CH:18][C:17]([C:21]([OH:23])=[O:22])=[CH:16][C:11]=3[S:12](=[O:15])(=[O:14])[CH2:13][C:7]=2[CH:6]=1.[C:27]([OH:30])(=O)[CH3:28].[C:31]([O-])([O-])=O.[Na+].[Na+]. (6) The catalyst class is: 7. Reactant: C(=O)([O-])[O-].[Cs+].[Cs+].[I-].[K+].[F:9][C:10]1[CH:11]=[C:12]([CH:44]=[CH:45][C:46]=1[OH:47])[C:13]([N:15]([CH:41]([CH3:43])[CH3:42])[C:16]1[CH:21]=[C:20]([O:22][CH3:23])[CH:19]=[CH:18][C:17]=1[CH:24]1[CH2:33][CH2:32][C:31]2[CH:30]=[C:29]([O:34]C(=O)C(C)(C)C)[CH:28]=[CH:27][C:26]=2[CH2:25]1)=O.Cl[CH2:49][C:50]([N:52]([CH3:54])[CH3:53])=O.[Cl-].[Al+3].[H-].[Al+3].[Li+].N. Product: [CH3:53][N:52]([CH3:54])[CH2:50][CH2:49][O:47][C:46]1[CH:45]=[CH:44][C:12]([CH2:13][N:15]([CH:41]([CH3:42])[CH3:43])[C:16]2[CH:21]=[C:20]([O:22][CH3:23])[CH:19]=[CH:18][C:17]=2[CH:24]2[CH2:33][CH2:32][C:31]3[CH:30]=[C:29]([OH:34])[CH:28]=[CH:27][C:26]=3[CH2:25]2)=[CH:11][C:10]=1[F:9]. (7) Reactant: [C:1]1([C@@H:7]2[CH2:12][CH2:11][C@H:10]([CH2:13][NH2:14])[CH2:9][CH2:8]2)[CH:6]=[CH:5][CH:4]=[CH:3][CH:2]=1.[Cl:15][C:16]1[CH:21]=[CH:20][C:19]([S:22](Cl)(=[O:24])=[O:23])=[CH:18][CH:17]=1.CCN(CC)CC. Product: [Cl:15][C:16]1[CH:21]=[CH:20][C:19]([S:22]([NH:14][CH2:13][C@H:10]2[CH2:11][CH2:12][C@@H:7]([C:1]3[CH:6]=[CH:5][CH:4]=[CH:3][CH:2]=3)[CH2:8][CH2:9]2)(=[O:24])=[O:23])=[CH:18][CH:17]=1. The catalyst class is: 2.